This data is from Peptide-MHC class II binding affinity with 134,281 pairs from IEDB. The task is: Regression. Given a peptide amino acid sequence and an MHC pseudo amino acid sequence, predict their binding affinity value. This is MHC class II binding data. (1) The peptide sequence is EAKYDAYVATVSEAL. The MHC is DRB1_0301 with pseudo-sequence DRB1_0301. The binding affinity (normalized) is 0. (2) The peptide sequence is AVKPAAEEVKVIPAG. The MHC is HLA-DQA10201-DQB10202 with pseudo-sequence HLA-DQA10201-DQB10202. The binding affinity (normalized) is 0.193. (3) The peptide sequence is GVEGIGLQYLGYVIRK. The MHC is HLA-DQA10201-DQB10402 with pseudo-sequence HLA-DQA10201-DQB10402. The binding affinity (normalized) is 0.505. (4) The peptide sequence is QRDPEEFKTLIEFHY. The MHC is DRB1_0101 with pseudo-sequence DRB1_0101. The binding affinity (normalized) is 0.474. (5) The peptide sequence is AVVGLSMAASSALTL. The MHC is HLA-DPA10201-DPB10501 with pseudo-sequence HLA-DPA10201-DPB10501. The binding affinity (normalized) is 0.0691. (6) The peptide sequence is GTMAGCGYLMFLGGV. The MHC is DRB1_0404 with pseudo-sequence DRB1_0404. The binding affinity (normalized) is 0. (7) The peptide sequence is PIVKDASIQVVSAIR. The MHC is DRB1_1302 with pseudo-sequence DRB1_1302. The binding affinity (normalized) is 0.859. (8) The peptide sequence is GRSYAADAGYAPATP. The MHC is DRB1_0101 with pseudo-sequence DRB1_0101. The binding affinity (normalized) is 0.625. (9) The peptide sequence is AALPAVGAAAGAPAA. The MHC is HLA-DQA10501-DQB10201 with pseudo-sequence HLA-DQA10501-DQB10201. The binding affinity (normalized) is 0.261.